This data is from Forward reaction prediction with 1.9M reactions from USPTO patents (1976-2016). The task is: Predict the product of the given reaction. (1) Given the reactants Cl[C:2]1[CH:7]=[N:6][CH:5]=[CH:4][N:3]=1.[N:8]1([C:14]([O:16][C:17]([CH3:20])([CH3:19])[CH3:18])=[O:15])[CH2:13][CH2:12][NH:11][CH2:10][CH2:9]1.C(=O)([O-])[O-].[K+].[K+].O1CCOCC1, predict the reaction product. The product is: [N:3]1[CH:4]=[CH:5][N:6]=[CH:7][C:2]=1[N:11]1[CH2:10][CH2:9][N:8]([C:14]([O:16][C:17]([CH3:20])([CH3:19])[CH3:18])=[O:15])[CH2:13][CH2:12]1. (2) The product is: [Cl:16][C:8]1[CH:7]=[CH:6][C:5]2[C:10](=[CH:11][CH:12]=[C:3]([O:2][CH3:1])[CH:4]=2)[N:9]=1. Given the reactants [CH3:1][O:2][C:3]1[CH:4]=[C:5]2[C:10](=[CH:11][CH:12]=1)[N:9]=[C:8](O)[CH:7]=[CH:6]2.O=P(Cl)(Cl)[Cl:16], predict the reaction product.